Predict the reactants needed to synthesize the given product. From a dataset of Full USPTO retrosynthesis dataset with 1.9M reactions from patents (1976-2016). (1) Given the product [Br:39][C:4]1[CH:5]=[C:6]([CH2:9][N:11]([CH2:22][C:23]2[N:24]=[C:25]3[CH:30]=[CH:29][CH:28]=[C:27]([N:31]4[CH2:36][CH2:35][N:34]([CH3:37])[CH2:33][CH2:32]4)[N:26]3[CH:38]=2)[C@@H:12]2[C:21]3[N:20]=[CH:19][CH:18]=[CH:17][C:16]=3[CH2:15][CH2:14][CH2:13]2)[CH:7]=[CH:8][CH:3]=1, predict the reactants needed to synthesize it. The reactants are: CO[C:3]1[CH:8]=[CH:7][C:6]([C@@H:9]([N:11]([CH2:22][C:23]2[N:24]=[C:25]3[CH:30]=[CH:29][CH:28]=[C:27]([N:31]4[CH2:36][CH2:35][N:34]([CH3:37])[CH2:33][CH2:32]4)[N:26]3[CH:38]=2)[C@@H:12]2[C:21]3[N:20]=[CH:19][CH:18]=[CH:17][C:16]=3[CH2:15][CH2:14][CH2:13]2)C)=[CH:5][CH:4]=1.[Br:39]C1C=C(C=CC=1)C=O. (2) The reactants are: [Cl:1][C:2]1[CH:7]=[CH:6][C:5]([CH:8]2[C:12]3[NH:13][C:14]([C:16]4[C:17]([O:22][CH3:23])=[N:18][CH:19]=[CH:20][CH:21]=4)=[N:15][C:11]=3[C:10](=[O:24])[N:9]2[C:25]2[N:30]=[C:29]3[N:31]([CH3:34])[N:32]=[N:33][C:28]3=[C:27]([CH3:35])[CH:26]=2)=[CH:4][CH:3]=1. Given the product [Cl:1][C:2]1[CH:3]=[CH:4][C:5]([C@@H:8]2[C:12]3[NH:13][C:14]([C:16]4[C:17]([O:22][CH3:23])=[N:18][CH:19]=[CH:20][CH:21]=4)=[N:15][C:11]=3[C:10](=[O:24])[N:9]2[C:25]2[N:30]=[C:29]3[N:31]([CH3:34])[N:32]=[N:33][C:28]3=[C:27]([CH3:35])[CH:26]=2)=[CH:6][CH:7]=1, predict the reactants needed to synthesize it. (3) Given the product [CH2:1]([O:5][CH2:6][CH2:7][O:8][C:9]1[CH:10]=[CH:11][C:12]([C:15]2[CH:16]=[CH:17][C:18]3[N:24]([CH2:25][CH:26]([CH3:27])[CH3:28])[CH2:23][CH2:22][C:21]([C:29]([NH:31][C:32]4[CH:33]=[CH:34][C:35]([S:38]([CH2:39][C:40]5[N:44]6[CH2:45][CH2:46][CH2:47][CH2:48][C:43]6=[N:42][CH:41]=5)=[O:58])=[CH:36][CH:37]=4)=[O:30])=[CH:20][C:19]=3[CH:49]=2)=[CH:13][CH:14]=1)[CH2:2][CH2:3][CH3:4], predict the reactants needed to synthesize it. The reactants are: [CH2:1]([O:5][CH2:6][CH2:7][O:8][C:9]1[CH:14]=[CH:13][C:12]([C:15]2[CH:16]=[CH:17][C:18]3[N:24]([CH2:25][CH:26]([CH3:28])[CH3:27])[CH2:23][CH2:22][C:21]([C:29]([NH:31][C:32]4[CH:37]=[CH:36][C:35]([S:38][CH2:39][C:40]5[N:44]6[CH2:45][CH2:46][CH2:47][CH2:48][C:43]6=[N:42][CH:41]=5)=[CH:34][CH:33]=4)=[O:30])=[CH:20][C:19]=3[CH:49]=2)=[CH:11][CH:10]=1)[CH2:2][CH2:3][CH3:4].ClC1C=CC=C(C(OO)=[O:58])C=1.S([O-])([O-])(=O)=S.[Na+].[Na+]. (4) Given the product [C:4]([C:2](=[CH2:3])[C:1]([O:15][CH3:13])=[O:26])#[N:5].[C:14]12([C:13]([O:16][C:8]([CH3:9])([CH3:10])[CH3:11])=[O:15])[CH2:23][CH:20]([CH2:19][CH2:18]1)[CH:21]=[CH:22]2.[C:19]12([C:13]([O:16][CH2:24][CH2:25][OH:26])=[O:15])[CH2:1][CH:22]([CH2:17][CH2:18]1)[CH:21]=[CH:20]2.[C:14]12([C:13]([OH:16])=[O:15])[CH2:27][CH:23]([CH2:1][CH2:2]1)[CH:24]=[CH:25]2, predict the reactants needed to synthesize it. The reactants are: [CH3:1][C:2](N=N[C:8]([C:11]#N)([CH3:10])[CH3:9])([C:4]#[N:5])[CH3:3].[C:13]([OH:16])(=[O:15])[CH3:14].[CH3:17][CH2:18][CH2:19][CH2:20][CH2:21][CH3:22].[CH2:23]1[CH2:27][O:26][CH2:25][CH2:24]1. (5) Given the product [F:1][C:2]1[CH:3]=[C:4]2[C:8](=[CH:9][CH:10]=1)[NH:7][C:6](=[O:11])[C:5]2=[C:45]1[C:40]2[C:41](=[N:42][C:37]([CH2:36][CH2:35][CH2:34][N:31]3[CH2:30][CH2:29][N:28]([CH2:27][CH2:26][O:25][CH2:24][CH2:23][OH:22])[CH2:33][CH2:32]3)=[CH:38][CH:39]=2)[CH2:43][O:44]1, predict the reactants needed to synthesize it. The reactants are: [F:1][C:2]1[CH:3]=[C:4]2[C:8](=[CH:9][CH:10]=1)[NH:7][C:6](=[O:11])[CH2:5]2.C[Si]([N-][Si](C)(C)C)(C)C.[Li+].[OH:22][CH2:23][CH2:24][O:25][CH2:26][CH2:27][N:28]1[CH2:33][CH2:32][N:31]([CH2:34][CH2:35][CH2:36][C:37]2[N:42]=[C:41]3[CH2:43][O:44][C:45](=O)[C:40]3=[CH:39][CH:38]=2)[CH2:30][CH2:29]1.Cl.C([O-])(O)=O.[Na+]. (6) Given the product [N+:10]([C:7]1[CH:8]=[CH:9][C:4]([C:3]([OH:20])=[O:2])=[C:5]([C:13]2[CH:18]=[CH:17][CH:16]=[CH:15][C:14]=2[CH3:19])[CH:6]=1)([O-:12])=[O:11], predict the reactants needed to synthesize it. The reactants are: C[O:2][C:3](=[O:20])[C:4]1[CH:9]=[CH:8][C:7]([N+:10]([O-:12])=[O:11])=[CH:6][C:5]=1[C:13]1[CH:18]=[CH:17][CH:16]=[CH:15][C:14]=1[CH3:19].[OH-].[Na+].CO. (7) Given the product [CH:16]([O:1][CH2:2][CH:3]1[CH2:8][CH2:7][N:6]([C:9]([O:11][C:12]([CH3:15])([CH3:14])[CH3:13])=[O:10])[CH2:5][CH2:4]1)=[CH2:17], predict the reactants needed to synthesize it. The reactants are: [OH:1][CH2:2][CH:3]1[CH2:8][CH2:7][N:6]([C:9]([O:11][C:12]([CH3:15])([CH3:14])[CH3:13])=[O:10])[CH2:5][CH2:4]1.[C:16]1(C2C3C(=C4C(=CC=3)C(C3C=CC=CC=3)=CC=N4)N=CC=2)C=CC=C[CH:17]=1.